From a dataset of Reaction yield outcomes from USPTO patents with 853,638 reactions. Predict the reaction yield, written as a fraction of the theoretical maximum amount of product (1.0 means a 100% yield; for example, 0.34 means a 34% yield). (1) The catalyst is C1(C)C=CC=CC=1. The yield is 0.200. The reactants are [Cl:1][C:2]1[CH:3]=[C:4]2[C:9](=[C:10]([Cl:12])[CH:11]=1)[O:8][CH:7]=[C:6]([CH:13]=O)[C:5]2=[O:15].[CH3:16][O:17][C:18]([C:20]#[C:21][C:22]([O:24][CH3:25])=[O:23])=[O:19].C1(P(C2C=CC=CC=2)C2C=CC=CC=2)C=CC=CC=1.[NH2:45][CH2:46][CH2:47][C:48]1[C:56]2[C:51](=[CH:52][CH:53]=[CH:54][CH:55]=2)[NH:50][CH:49]=1. The product is [CH3:16][O:17][C:18]([C:20]1[C:21]2([C:22]([O:24][CH3:25])=[O:23])[N:45]([CH2:46][CH2:47][C:48]3[C:56]4[C:51](=[CH:52][CH:53]=[CH:54][CH:55]=4)[NH:50][C:49]=32)[CH:7]=[C:6]([C:5](=[O:15])[C:4]2[CH:3]=[C:2]([Cl:1])[CH:11]=[C:10]([Cl:12])[C:9]=2[OH:8])[CH:13]=1)=[O:19]. (2) The reactants are [CH3:1][NH:2][CH:3]1[CH2:16][C:15]2[C:6]([CH3:25])([CH:7]3[CH:12]([CH2:13][CH:14]=2)[CH:11]2[CH2:17][CH2:18][CH:19]4[CH:20]([CH3:24])[N:21]([CH3:23])[CH2:22][C:10]24[CH2:9][CH2:8]3)[CH2:5][CH2:4]1.[N:26]1([C:31](Cl)=[O:32])[CH2:30][CH2:29][CH2:28][CH2:27]1.C(N(CC)CC)C. The catalyst is ClCCl. The product is [CH3:1][N:2]([CH:3]1[CH2:16][C:15]2[C:6]([CH3:25])([CH:7]3[CH:12]([CH2:13][CH:14]=2)[CH:11]2[CH2:17][CH2:18][CH:19]4[CH:20]([CH3:24])[N:21]([CH3:23])[CH2:22][C:10]24[CH2:9][CH2:8]3)[CH2:5][CH2:4]1)[C:31]([N:26]1[CH2:30][CH2:29][CH2:28][CH2:27]1)=[O:32]. The yield is 0.870. (3) The reactants are [Cl:1][C:2]1[N:10]=[C:9]2[C:5]([N:6]=[C:7]([CH:12]=O)[N:8]2[CH3:11])=[C:4]([N:14]2[CH2:19][CH2:18][O:17][CH2:16][CH2:15]2)[N:3]=1.[O:20]1[CH2:23][CH:22]([CH:24]2[CH2:29][CH2:28][NH:27][CH2:26][CH2:25]2)[CH2:21]1.C(O[BH-](OC(=O)C)OC(=O)C)(=O)C.[Na+]. The catalyst is C1COCC1. The product is [Cl:1][C:2]1[N:10]=[C:9]2[C:5]([N:6]=[C:7]([CH2:12][N:27]3[CH2:28][CH2:29][CH:24]([CH:22]4[CH2:23][O:20][CH2:21]4)[CH2:25][CH2:26]3)[N:8]2[CH3:11])=[C:4]([N:14]2[CH2:19][CH2:18][O:17][CH2:16][CH2:15]2)[N:3]=1. The yield is 0.570. (4) The reactants are C[O:2][C:3](=[O:36])[C:4]1[CH:9]=[C:8]([C:10]([F:13])([F:12])[F:11])[CH:7]=[C:6]([N:14]2[C:18]([CH3:19])=[CH:17][CH:16]=[C:15]2[C:20]2[CH:25]=[C:24]([F:26])[CH:23]=[CH:22][C:21]=2[O:27][CH2:28][C:29]2[CH:34]=[CH:33][C:32]([F:35])=[CH:31][CH:30]=2)[CH:5]=1.[OH-].[Na+].Cl. The catalyst is C(O)C.C(Cl)Cl. The product is [F:26][C:24]1[CH:23]=[CH:22][C:21]([O:27][CH2:28][C:29]2[CH:30]=[CH:31][C:32]([F:35])=[CH:33][CH:34]=2)=[C:20]([C:15]2[N:14]([C:6]3[CH:5]=[C:4]([CH:9]=[C:8]([C:10]([F:11])([F:13])[F:12])[CH:7]=3)[C:3]([OH:36])=[O:2])[C:18]([CH3:19])=[CH:17][CH:16]=2)[CH:25]=1. The yield is 0.900. (5) The reactants are [NH2:1][C:2]1[C:3]([N:9]2[CH2:14][CH2:13][N:12](C(OC(C)(C)C)=O)[CH2:11][CH2:10]2)=[N:4][CH:5]=[N:6][C:7]=1[SH:8].[F:22][C:23]1[CH:31]=[CH:30][C:26]([C:27](O)=O)=[CH:25][CH:24]=1. No catalyst specified. The product is [F:22][C:23]1[CH:31]=[CH:30][C:26]([C:27]2[S:8][C:7]3[N:6]=[CH:5][N:4]=[C:3]([N:9]4[CH2:10][CH2:11][NH:12][CH2:13][CH2:14]4)[C:2]=3[N:1]=2)=[CH:25][CH:24]=1. The yield is 0.740. (6) The reactants are C[O:2][C:3](=[O:15])[C:4]1[CH:9]=[C:8]([O:10][CH2:11][CH:12]=[CH2:13])[CH:7]=[CH:6][C:5]=1[OH:14].[OH-].[Na+].Cl. The catalyst is CO. The product is [OH:14][C:5]1[CH:6]=[CH:7][C:8]([O:10][CH2:11][CH2:12][CH3:13])=[CH:9][C:4]=1[C:3]([OH:15])=[O:2]. The yield is 0.910. (7) The reactants are [Cl:1][C:2]1[C:3]2[CH:10]=[CH:9][NH:8][C:4]=2[N:5]=[CH:6][N:7]=1.O[C@H:12]1[CH2:17][CH2:16][CH2:15][N:14]([C:18]([O:20][C:21]([CH3:24])([CH3:23])[CH3:22])=[O:19])[CH2:13]1.C1C=CC(P(C2C=CC=CC=2)C2C=CC=CC=2)=CC=1.CCOC(/N=N/C(OCC)=O)=O. The catalyst is C1COCC1. The product is [Cl:1][C:2]1[C:3]2[CH:10]=[CH:9][N:8]([C@@H:16]3[CH2:17][CH2:12][CH2:13][N:14]([C:18]([O:20][C:21]([CH3:24])([CH3:23])[CH3:22])=[O:19])[CH2:15]3)[C:4]=2[N:5]=[CH:6][N:7]=1. The yield is 0.100.